From a dataset of M1 muscarinic receptor agonist screen with 61,833 compounds. Binary Classification. Given a drug SMILES string, predict its activity (active/inactive) in a high-throughput screening assay against a specified biological target. (1) The molecule is s1c2n(c(c1C(=O)NC)C)cc(n2)c1ccc(OC)cc1. The result is 0 (inactive). (2) The molecule is O1C2(OCC1)CCN(CC2)c1n2nc(cc2nc(c1)c1ccccc1)c1cc(OC)ccc1. The result is 0 (inactive). (3) The molecule is O=C1C(CC2=C(O)CC(CC2=O)(C)C)C(=O)CC(C1)(C)C. The result is 0 (inactive). (4) The drug is S(=O)(=O)(N(CCN(C)C)Cc1ccccc1)c1cc2oc(=O)n(c2cc1)CC(OCC)=O. The result is 0 (inactive). (5) The molecule is Brc1cc(S(=O)(=O)N2CCC(CC2)C)cc(c1)C(=O)NC=1SCCN1. The result is 0 (inactive). (6) The compound is O=c1n(c2c3c1cccc3ccc2)C(=O)c1occc1. The result is 0 (inactive). (7) The compound is Clc1ccc(CC(=O)N2CCN(CC2)C(OCC)=O)cc1. The result is 0 (inactive).